This data is from Forward reaction prediction with 1.9M reactions from USPTO patents (1976-2016). The task is: Predict the product of the given reaction. (1) Given the reactants [OH:1][C:2]1[CH:3]=[C:4]([CH:8]=[CH:9][CH:10]=1)[C:5](O)=[O:6].O=S(Cl)Cl.[CH3:15][NH2:16].C1COCC1, predict the reaction product. The product is: [OH:1][C:2]1[CH:3]=[C:4]([CH:8]=[CH:9][CH:10]=1)[C:5]([NH:16][CH3:15])=[O:6]. (2) Given the reactants [F:1][C:2]1[CH:7]=[CH:6][C:5]([C:8]2[O:9][C:10]3[CH:20]=[C:19]([CH2:21][C:22]([O:24][CH3:25])=[O:23])[C:18]([C:26]4[CH:27]=[C:28]([CH:32]=[CH:33][CH:34]=4)[C:29](O)=[O:30])=[CH:17][C:11]=3[C:12]=2[C:13](=[O:16])[NH:14][CH3:15])=[CH:4][CH:3]=1.Cl.[C:36]12([NH2:41])[CH2:40][CH:38]([CH2:39]1)[CH2:37]2.CCN(C(C)C)C(C)C.F[P-](F)(F)(F)(F)F.N1(OC(N(C)C)=[N+](C)C)C2N=CC=CC=2N=N1, predict the reaction product. The product is: [C:36]12([NH:41][C:29]([C:28]3[CH:27]=[C:26]([C:18]4[C:19]([CH2:21][C:22]([O:24][CH3:25])=[O:23])=[CH:20][C:10]5[O:9][C:8]([C:5]6[CH:4]=[CH:3][C:2]([F:1])=[CH:7][CH:6]=6)=[C:12]([C:13](=[O:16])[NH:14][CH3:15])[C:11]=5[CH:17]=4)[CH:34]=[CH:33][CH:32]=3)=[O:30])[CH2:40][CH:38]([CH2:39]1)[CH2:37]2. (3) Given the reactants Cl[C:2]1[N:7]=[C:6](Cl)[N:5]=[C:4]([NH:9][C:10]2[C:15]([Br:16])=[CH:14][C:13]([CH3:17])=[CH:12][C:11]=2[Br:18])[N:3]=1.[NH2:19][C:20]1[CH:27]=[CH:26][C:23]([C:24]#[N:25])=[CH:22][CH:21]=1.C([N:31](CC)C(C)C)(C)C.[OH-].[Na+], predict the reaction product. The product is: [NH2:31][C:6]1[N:5]=[C:4]([NH:9][C:10]2[C:15]([Br:16])=[CH:14][C:13]([CH3:17])=[CH:12][C:11]=2[Br:18])[N:3]=[C:2]([NH:19][C:20]2[CH:27]=[CH:26][C:23]([C:24]#[N:25])=[CH:22][CH:21]=2)[N:7]=1. (4) Given the reactants [NH2:1][C:2]1[CH:3]=[CH:4][C:5]([N:10]2[CH2:15][CH2:14][CH:13]([CH:16]([C:23]3[CH:28]=[CH:27][CH:26]=[CH:25][CH:24]=3)[C:17]3[CH:22]=[CH:21][CH:20]=[CH:19][CH:18]=3)[CH2:12][CH2:11]2)=[C:6]([CH:9]=1)[C:7]#[N:8].[CH3:29][C:30]1[C:34]([N:35]=[C:36]=[O:37])=[C:33]([CH3:38])[O:32][N:31]=1, predict the reaction product. The product is: [CH:16]([CH:13]1[CH2:12][CH2:11][N:10]([C:5]2[CH:4]=[CH:3][C:2]([NH:1][C:36]([NH:35][C:34]3[C:30]([CH3:29])=[N:31][O:32][C:33]=3[CH3:38])=[O:37])=[CH:9][C:6]=2[C:7]#[N:8])[CH2:15][CH2:14]1)([C:17]1[CH:18]=[CH:19][CH:20]=[CH:21][CH:22]=1)[C:23]1[CH:24]=[CH:25][CH:26]=[CH:27][CH:28]=1. (5) The product is: [C:1]([C:9]1[C:10](=[O:12])[N:16]([CH3:15])[C:17]2[CH:18]=[CH:19][C:20]([Br:33])=[C:21]3[C:22](=[O:32])[C:23]4[CH:24]=[CH:25][CH:26]=[CH:27][C:28]=4[C:29]=1[C:30]=23)(=[O:8])[C:2]1[CH:3]=[CH:4][CH:5]=[CH:6][CH:7]=1. Given the reactants [C:1]([CH2:9][C:10]([O:12]CC)=O)(=[O:8])[C:2]1[CH:7]=[CH:6][CH:5]=[CH:4][CH:3]=1.[CH3:15][NH:16][C:17]1[C:30]2[C:29](=O)[C:28]3[C:23](=[CH:24][CH:25]=[CH:26][CH:27]=3)[C:22](=[O:32])[C:21]=2[C:20]([Br:33])=[CH:19][CH:18]=1, predict the reaction product. (6) Given the reactants [NH2:1][C:2]1[CH:7]=[CH:6][C:5]([C@@H:8]2[O:13][CH2:12][CH2:11][N:10]([C:14]([O:16][C:17]([CH3:20])([CH3:19])[CH3:18])=[O:15])[CH2:9]2)=[CH:4][CH:3]=1.C(N(CC)CC)C.[F:28][C:29]1[CH:34]=[CH:33][C:32]([CH2:35][N:36]=[C:37]=[O:38])=[CH:31][CH:30]=1, predict the reaction product. The product is: [F:28][C:29]1[CH:30]=[CH:31][C:32]([CH2:35][NH:36][C:37](=[O:38])[NH:1][C:2]2[CH:7]=[CH:6][C:5]([C@@H:8]3[O:13][CH2:12][CH2:11][N:10]([C:14]([O:16][C:17]([CH3:20])([CH3:19])[CH3:18])=[O:15])[CH2:9]3)=[CH:4][CH:3]=2)=[CH:33][CH:34]=1. (7) Given the reactants [C:1]([C:5]1[S:6][C:7]([C:21]([CH3:24])([CH3:23])[CH3:22])=[CH:8][C:9]=1[NH:10][C:11]([NH:13][C:14]1[CH:19]=[CH:18][C:17]([CH3:20])=[CH:16][CH:15]=1)=[O:12])([O:3][CH3:4])=[O:2].[CH3:25]CO, predict the reaction product. The product is: [C:1]([C:5]1[S:6][C:7]([C:21]([CH3:24])([CH3:23])[CH3:22])=[CH:8][C:9]=1[NH:10][C:11]([NH:13][C:14]1[CH:15]=[CH:16][C:17]([CH3:20])=[CH:18][CH:19]=1)=[O:12])([O:3][CH2:4][CH3:25])=[O:2].